This data is from Retrosynthesis with 50K atom-mapped reactions and 10 reaction types from USPTO. The task is: Predict the reactants needed to synthesize the given product. (1) The reactants are: CN1CCN(Cc2ccc(-c3cc4nccc(Oc5ccc(N)cc5F)c4s3)o2)CC1.O=C(Cc1ccccc1)N=C=S. Given the product CN1CCN(Cc2ccc(-c3cc4nccc(Oc5ccc(NC(=S)NC(=O)Cc6ccccc6)cc5F)c4s3)o2)CC1, predict the reactants needed to synthesize it. (2) Given the product CCCc1c(Cc2ccc(-c3ccccc3C#N)cc2)c(=O)n(CC(O)C(F)(F)F)c2nc(C)nn12, predict the reactants needed to synthesize it. The reactants are: CCCc1c(Cc2ccc(-c3ccccc3C#N)cc2)c(=O)[nH]c2nc(C)nn12.OC(CBr)C(F)(F)F. (3) Given the product O=C(O)C1(c2ccc3c(c2)CCCC3)CCC1, predict the reactants needed to synthesize it. The reactants are: COC(=O)C1(c2ccc3c(c2)CCCC3)CCC1. (4) Given the product CCC1=C(C(=O)O)C(c2ccc([N+](=O)[O-])cc2)C(C(=O)OCCC#N)=C(CC)N1, predict the reactants needed to synthesize it. The reactants are: CCC1=C(C(=O)OCCC#N)C(c2ccc([N+](=O)[O-])cc2)C(C(=O)OCc2ccccc2)=C(CC)N1. (5) Given the product CC(=O)N[C@@]1(C(=O)NC(C)(C)C)C[C@@H](CN)C[C@@H]1CCCB1OC(C)(C)C(C)(C)O1, predict the reactants needed to synthesize it. The reactants are: CC(=O)N[C@@]1(C(=O)NC(C)(C)C)C[C@@H](C[N+](=O)[O-])C[C@@H]1CCCB1OC(C)(C)C(C)(C)O1.